From a dataset of Peptide-MHC class I binding affinity with 185,985 pairs from IEDB/IMGT. Regression. Given a peptide amino acid sequence and an MHC pseudo amino acid sequence, predict their binding affinity value. This is MHC class I binding data. (1) The binding affinity (normalized) is 0.0847. The peptide sequence is RQHGFTPSK. The MHC is HLA-B07:02 with pseudo-sequence HLA-B07:02. (2) The peptide sequence is EPHQLCETI. The MHC is HLA-A29:02 with pseudo-sequence HLA-A29:02. The binding affinity (normalized) is 0.590. (3) The peptide sequence is RGVFVLGF. The MHC is Mamu-B52 with pseudo-sequence Mamu-B52. The binding affinity (normalized) is 0.848. (4) The peptide sequence is PHPVVVRTL. The MHC is HLA-A68:02 with pseudo-sequence HLA-A68:02. The binding affinity (normalized) is 0.0847.